This data is from Forward reaction prediction with 1.9M reactions from USPTO patents (1976-2016). The task is: Predict the product of the given reaction. (1) Given the reactants [NH2:1][C:2]1[CH:31]=[CH:30][C:5]2[CH2:6][CH2:7][CH2:8][CH:9]([N:11]([CH2:19][C@H:20]([OH:29])[CH2:21][O:22][C:23]3[CH:28]=[CH:27][CH:26]=[CH:25][CH:24]=3)[CH2:12][C:13]3[CH:18]=[CH:17][CH:16]=[CH:15][CH:14]=3)[CH2:10][C:4]=2[CH:3]=1.[CH3:32][N:33]([CH3:38])[S:34](Cl)(=[O:36])=[O:35].C(=O)([O-])O.[Na+], predict the reaction product. The product is: [CH3:32][N:33]([CH3:38])[S:34]([NH:1][C:2]1[CH:31]=[CH:30][C:5]2[CH2:6][CH2:7][CH2:8][CH:9]([N:11]([CH2:19][C@H:20]([OH:29])[CH2:21][O:22][C:23]3[CH:28]=[CH:27][CH:26]=[CH:25][CH:24]=3)[CH2:12][C:13]3[CH:18]=[CH:17][CH:16]=[CH:15][CH:14]=3)[CH2:10][C:4]=2[CH:3]=1)(=[O:36])=[O:35]. (2) Given the reactants [CH3:1][C:2]([C:12]1[CH:16]=[C:15]([NH:17][C:18](=[O:33])[C:19]([CH3:32])([S:21]([CH:24]([CH:26]2[CH2:31][CH2:30][O:29][CH2:28][CH2:27]2)[CH3:25])(=[O:23])=[O:22])[CH3:20])[O:14][N:13]=1)([CH3:11])[CH2:3][O:4]C1CCCCO1.CC1C=CC(S(O)(=O)=O)=CC=1, predict the reaction product. The product is: [OH:4][CH2:3][C:2]([C:12]1[CH:16]=[C:15]([NH:17][C:18](=[O:33])[C:19]([CH3:32])([S:21]([CH:24]([CH:26]2[CH2:31][CH2:30][O:29][CH2:28][CH2:27]2)[CH3:25])(=[O:23])=[O:22])[CH3:20])[O:14][N:13]=1)([CH3:11])[CH3:1]. (3) Given the reactants [CH2:1]=[CH:2][CH:3]=[CH2:4].[Nd].C([Al](C[CH:16]([CH3:18])[CH3:17])CC(C)C)C(C)C.[Cl-].[Cl-].C([Al+2])C, predict the reaction product. The product is: [CH2:1]=[CH:2][CH:3]=[CH2:4].[CH3:1][CH2:2][CH2:3][CH2:18][CH2:16][CH3:17]. (4) The product is: [ClH:37].[ClH:37].[ClH:37].[NH2:20][CH2:19][CH2:18][N:16]1[CH:17]=[C:13]([NH:12][C:9]2[N:8]=[CH:7][C:6]([O:5][CH2:4][C:3]3[C:28]([F:36])=[C:29]([O:34][CH3:35])[CH:30]=[C:31]([O:32][CH3:33])[C:2]=3[F:1])=[CH:11][N:10]=2)[CH:14]=[N:15]1. Given the reactants [F:1][C:2]1[C:31]([O:32][CH3:33])=[CH:30][C:29]([O:34][CH3:35])=[C:28]([F:36])[C:3]=1[CH2:4][O:5][C:6]1[CH:7]=[N:8][C:9]([NH:12][C:13]2[CH:14]=[N:15][N:16]([CH2:18][CH2:19][NH:20]C(=O)OC(C)(C)C)[CH:17]=2)=[N:10][CH:11]=1.[ClH:37].C(OCC)(=O)C, predict the reaction product.